From a dataset of Full USPTO retrosynthesis dataset with 1.9M reactions from patents (1976-2016). Predict the reactants needed to synthesize the given product. Given the product [CH3:1][C:2]1[O:3][C:4]([C:16]([CH2:15][O:14][CH2:12][CH3:13])=[O:17])=[N:5][N:6]=1, predict the reactants needed to synthesize it. The reactants are: [CH3:1][C:2]1[O:3][CH:4]=[N:5][N:6]=1.[Li]CCCC.[CH2:12]([O:14][CH2:15][C:16](OCC)=[O:17])[CH3:13].